Dataset: Full USPTO retrosynthesis dataset with 1.9M reactions from patents (1976-2016). Task: Predict the reactants needed to synthesize the given product. Given the product [CH2:1]([O:8][C:9]1[CH:10]=[C:11]([C:15]2[CH:20]=[CH:19][N:18]=[C:17]3[N:21]([CH2:43][O:42][CH2:41][CH2:40][Si:37]([CH3:39])([CH3:38])[CH3:36])[C:22]([C:24]4[CH:25]=[CH:26][C:27]([C:28]([O:30][CH3:31])=[O:29])=[CH:32][CH:33]=4)=[N:23][C:16]=23)[CH:12]=[CH:13][CH:14]=1)[C:2]1[CH:3]=[CH:4][CH:5]=[CH:6][CH:7]=1, predict the reactants needed to synthesize it. The reactants are: [CH2:1]([O:8][C:9]1[CH:10]=[C:11]([C:15]2[CH:20]=[CH:19][N:18]=[C:17]3[NH:21][C:22]([C:24]4[CH:33]=[CH:32][C:27]([C:28]([O:30][CH3:31])=[O:29])=[CH:26][CH:25]=4)=[N:23][C:16]=23)[CH:12]=[CH:13][CH:14]=1)[C:2]1[CH:7]=[CH:6][CH:5]=[CH:4][CH:3]=1.[H-].[Na+].[CH3:36][Si:37]([CH2:40][CH2:41][O:42][CH2:43]Cl)([CH3:39])[CH3:38].